From a dataset of Experimentally validated miRNA-target interactions with 360,000+ pairs, plus equal number of negative samples. Binary Classification. Given a miRNA mature sequence and a target amino acid sequence, predict their likelihood of interaction. (1) The miRNA is hsa-miR-543 with sequence AAACAUUCGCGGUGCACUUCUU. The protein sequence of the target gene is MKKIRICHIFTFYSWMSYDVLFQRTELGALEIWRQLICAHVCICVGWLYLRDRVCSKKDIILRTEQNSGRTILIKAVTEKNFETKDFRASLENGVLLCDLINKLKPGVIKKINRLSTPIAGLDNINVFLKACEQIGLKEAQLFHPGDLQDLSNRVTVKQEETDRRVKNVLITLYWLGRKAQSNPYYNGPHLNLKAFENLLGQALTKALEDSSFLKRSGRDSGYGDIWCPERGEFLAPPRHHKREDSFESLDSLGSRSLTSCSSDITLRGGREGFESDTDSEFTFKMQDYNKDDMSYRRIS.... Result: 0 (no interaction). (2) The miRNA is hsa-miR-6812-3p with sequence CCGCUCUUCCCCUGACCCCAG. The protein sequence of the target gene is MSDTRRRVKVYTLNEDRQWDDRGTGHVSSTYVEELKGMSLLVRAESDGSLLLESKINPNTAYQKQQDTLIVWSEAENYDLALSFQEKAGCDEIWEKICQVQGKDPSVEVTQDLIDESEEERFEEMPETSHLIDLPTCELNKLEEIADLVTSVLSSPIRREKLALALENEGYIKKLLQLFQACENLENTEGLHHLYEIIRGILFLNKATLFEVMFSDECIMDVVGCLEYDPALAQPKRHREFLTKTAKFKEVIPITDSELRQKIHQTYRVQYIQDIILPTPSVFEENFLSTLTSFIFFNKV.... Result: 0 (no interaction). (3) The miRNA is hsa-miR-6500-3p with sequence ACACUUGUUGGGAUGACCUGC. The protein sequence of the target gene is MDRHSSYIFIWLQLELCAMAVLLTKGEIRCYCDAAHCVATGYMCKSELSACFSRLLDPQNSNSPLTHGCLDSLASTTDICQAKQARNHSGTTIPTLECCHEDMCNYRGLHDVLSPPRGEASGQGNRYQHDGSRNLITKVQELTSSKELWFRAAVIAVPIAGGLILVLLIMLALRMLRSENKRLQDQRQQMLSRLHYSFHGHHSKKGQVAKLDLECMVPVSGHENCCLTCDKMRQADLSNDKILSLVHWGMYSGHGKLEFV. Result: 1 (interaction).